From a dataset of Forward reaction prediction with 1.9M reactions from USPTO patents (1976-2016). Predict the product of the given reaction. (1) Given the reactants Br[C:2]1[CH:11]=[CH:10][C:9]2[N:8]=[CH:7][C:6]3[NH:12][C:13](=[O:26])[N:14]([C:15]4[CH:20]=[CH:19][C:18]([C:21]([CH3:25])([CH3:24])[C:22]#[N:23])=[CH:17][CH:16]=4)[C:5]=3[C:4]=2[CH:3]=1.I[CH2:28][CH3:29].[N:30]1[CH:35]=[CH:34][CH:33]=[C:32](B(O)O)[CH:31]=1, predict the reaction product. The product is: [CH2:28]([N:12]1[C:6]2[CH:7]=[N:8][C:9]3[CH:10]=[CH:11][C:2]([C:32]4[CH:31]=[N:30][CH:35]=[CH:34][CH:33]=4)=[CH:3][C:4]=3[C:5]=2[N:14]([C:15]2[CH:16]=[CH:17][C:18]([C:21]([CH3:25])([CH3:24])[C:22]#[N:23])=[CH:19][CH:20]=2)[C:13]1=[O:26])[CH3:29]. (2) Given the reactants Cl.Cl.[NH2:3][CH2:4][CH2:5][C:6]1[N:7]([CH3:20])[N:8]=[C:9]2[C:18]=1[C:17]1[CH:16]=[CH:15][CH:14]=[CH:13][C:12]=1[N:11]=[C:10]2[NH2:19], predict the reaction product. The product is: [NH2:3][CH2:4][CH2:5][C:6]1[N:7]([CH3:20])[N:8]=[C:9]2[C:18]=1[C:17]1[CH2:16][CH2:15][CH2:14][CH2:13][C:12]=1[N:11]=[C:10]2[NH2:19]. (3) The product is: [F:8][C:9]1[C:14]([C:15]2[CH:16]=[CH:17][C:18]([CH2:21][S:22]([CH3:23])(=[O:3])=[O:1])=[CH:19][CH:20]=2)=[CH:13][C:12]([C:24]2[N:25]=[C:26]([CH:36]([CH3:38])[CH3:37])[NH:27][C:28]=2[C:29]2[CH:34]=[CH:33][CH:32]=[C:31]([CH3:35])[N:30]=2)=[CH:11][CH:10]=1. Given the reactants [OH2:1].I([O-])(=O)(=O)=[O:3].[Na+].[F:8][C:9]1[C:14]([C:15]2[CH:20]=[CH:19][C:18]([CH2:21][S:22][CH3:23])=[CH:17][CH:16]=2)=[CH:13][C:12]([C:24]2[N:25]=[C:26]([CH:36]([CH3:38])[CH3:37])[NH:27][C:28]=2[C:29]2[CH:34]=[CH:33][CH:32]=[C:31]([CH3:35])[N:30]=2)=[CH:11][CH:10]=1, predict the reaction product. (4) Given the reactants [C:1]([O:5][C:6]([CH2:8][C@H:9]([NH:12][S:13]([C:16]1[CH:24]=[CH:23][C:19]([C:20]([OH:22])=O)=[CH:18][C:17]=1[O:25][CH2:26][CH2:27][C:28]1[CH:37]=[CH:36][CH:35]=[C:34]2[C:29]=1[CH:30]=[CH:31][CH:32]=[N:33]2)(=[O:15])=[O:14])[C:10]#[N:11])=[O:7])([CH3:4])([CH3:3])[CH3:2].CC[N:40]=C=NCCCN(C)C.C1C=CC2N(O)N=NC=2C=1.CN1CCOCC1.[NH4+].[OH-], predict the reaction product. The product is: [C:1]([O:5][C:6](=[O:7])[CH2:8][C@H:9]([NH:12][S:13]([C:16]1[CH:24]=[CH:23][C:19]([C:20](=[O:22])[NH2:40])=[CH:18][C:17]=1[O:25][CH2:26][CH2:27][C:28]1[CH:37]=[CH:36][CH:35]=[C:34]2[C:29]=1[CH:30]=[CH:31][CH:32]=[N:33]2)(=[O:14])=[O:15])[C:10]#[N:11])([CH3:4])([CH3:2])[CH3:3]. (5) Given the reactants [F:1][C:2]1[CH:3]=[C:4]2[C:8](=[CH:9][CH:10]=1)[NH:7][N:6]=[C:5]2[I:11].[F:12][C:13]1([F:20])[CH2:18][CH2:17][CH:16](O)[CH2:15][CH2:14]1, predict the reaction product. The product is: [F:12][C:13]1([F:20])[CH2:18][CH2:17][CH:16]([N:7]2[C:8]3[C:4](=[CH:3][C:2]([F:1])=[CH:10][CH:9]=3)[C:5]([I:11])=[N:6]2)[CH2:15][CH2:14]1. (6) Given the reactants [OH:1][C:2]1[CH:3]=[C:4]2[C:9](=[CH:10][CH:11]=1)[N:8]=[CH:7][CH:6]=[CH:5]2.C(=O)([O-])[O-].[K+].[K+].[CH2:18]([O:25][C@H:26]([C@H:28]([N:36]1[CH:40]=[C:39]([C:41]([NH2:43])=[O:42])[N:38]=[CH:37]1)[CH2:29][CH2:30]OS(C)(=O)=O)[CH3:27])[C:19]1[CH:24]=[CH:23][CH:22]=[CH:21][CH:20]=1.O, predict the reaction product. The product is: [CH2:18]([O:25][C@H:26]([C@H:28]([N:36]1[CH:40]=[C:39]([C:41]([NH2:43])=[O:42])[N:38]=[CH:37]1)[CH2:29][CH2:30][O:1][C:2]1[CH:3]=[C:4]2[C:9](=[CH:10][CH:11]=1)[N:8]=[CH:7][CH:6]=[CH:5]2)[CH3:27])[C:19]1[CH:24]=[CH:23][CH:22]=[CH:21][CH:20]=1. (7) The product is: [Br:1][C:2]1[CH:3]=[CH:4][C:5]([C:8]2([C:10]3[CH:15]=[CH:14][C:13]([O:16][CH2:17][CH2:18][CH3:19])=[CH:12][CH:11]=3)[CH:20]=[CH:21][C:36]3[C:27]([C:22]([O:24][CH2:25][CH3:26])=[O:23])=[C:28]([OH:38])[C:29]4[CH:30]=[CH:31][CH:32]=[CH:33][C:34]=4[C:35]=3[O:9]2)=[CH:6][CH:7]=1. Given the reactants [Br:1][C:2]1[CH:7]=[CH:6][C:5]([C:8]([C:20]#[CH:21])([C:10]2[CH:15]=[CH:14][C:13]([O:16][CH2:17][CH2:18][CH3:19])=[CH:12][CH:11]=2)[OH:9])=[CH:4][CH:3]=1.[C:22]([C:27]1[CH:36]=[C:35](O)[C:34]2[C:29](=[CH:30][CH:31]=[CH:32][CH:33]=2)[C:28]=1[OH:38])([O:24][CH2:25][CH3:26])=[O:23].C1(C)C=CC(S(O)(=O)=O)=CC=1, predict the reaction product. (8) Given the reactants [NH2:1][C:2]1[C:7]([NH2:8])=[C:6]([O:9][C:10]2[C:19]3[C:14](=[CH:15][CH:16]=[CH:17][CH:18]=3)[C:13]([NH:20][C:21](=[O:27])[O:22][C:23]([CH3:26])([CH3:25])[CH3:24])=[CH:12][CH:11]=2)[CH:5]=[CH:4][N:3]=1.[F:28][C:29]([F:38])([F:37])[C:30](=O)[C:31](OCC)=[O:32], predict the reaction product. The product is: [O:32]=[C:31]1[NH:1][C:2]2[N:3]=[CH:4][CH:5]=[C:6]([O:9][C:10]3[C:19]4[C:14](=[CH:15][CH:16]=[CH:17][CH:18]=4)[C:13]([NH:20][C:21](=[O:27])[O:22][C:23]([CH3:24])([CH3:26])[CH3:25])=[CH:12][CH:11]=3)[C:7]=2[N:8]=[C:30]1[C:29]([F:38])([F:37])[F:28].